Dataset: Full USPTO retrosynthesis dataset with 1.9M reactions from patents (1976-2016). Task: Predict the reactants needed to synthesize the given product. (1) Given the product [Br:1][C:2]1[CH:3]=[CH:4][C:5]2[O:19][CH2:20][N:10]([CH2:11][C:12]3[CH:17]=[CH:16][C:15]([Cl:18])=[CH:14][CH:13]=3)[C:8](=[O:9])[C:6]=2[N:7]=1, predict the reactants needed to synthesize it. The reactants are: [Br:1][C:2]1[N:7]=[C:6]([C:8]([NH:10][CH2:11][C:12]2[CH:17]=[CH:16][C:15]([Cl:18])=[CH:14][CH:13]=2)=[O:9])[C:5]([OH:19])=[CH:4][CH:3]=1.[C:20]([O-])([O-])=O.[Cs+].[Cs+].ClCI. (2) Given the product [OH:32][C@H:3]([C@@H:2]([NH:1][C:43](=[O:44])[C@@H:42]([N:46]1[CH2:50][CH2:49][N:48]([CH2:51][C:52]2[CH:57]=[CH:56][CH:55]=[C:54]([CH3:58])[N:53]=2)[C:47]1=[O:59])[CH:41]([CH3:40])[CH2:60][CH3:61])[CH2:33][C:34]1[CH:35]=[CH:36][CH:37]=[CH:38][CH:39]=1)[CH2:4][C@@H:5]([NH:19][C:20]([C@@H:22]([NH:27][C:28](=[O:31])[O:29][CH3:30])[C:23]([CH3:26])([CH3:25])[CH3:24])=[O:21])[CH2:6][C:7]1[CH:12]=[CH:11][C:10]([C:13]2[CH:18]=[CH:17][CH:16]=[CH:15][N:14]=2)=[CH:9][CH:8]=1, predict the reactants needed to synthesize it. The reactants are: [NH2:1][C@@H:2]([CH2:33][C:34]1[CH:39]=[CH:38][CH:37]=[CH:36][CH:35]=1)[C@@H:3]([OH:32])[CH2:4][C@@H:5]([NH:19][C:20]([C@@H:22]([NH:27][C:28](=[O:31])[O:29][CH3:30])[C:23]([CH3:26])([CH3:25])[CH3:24])=[O:21])[CH2:6][C:7]1[CH:12]=[CH:11][C:10]([C:13]2[CH:18]=[CH:17][CH:16]=[CH:15][N:14]=2)=[CH:9][CH:8]=1.[CH3:40][C@@H:41]([CH2:60][CH3:61])[C@H:42]([N:46]1[CH2:50][CH2:49][N:48]([CH2:51][C:52]2[CH:57]=[CH:56][CH:55]=[C:54]([CH3:58])[N:53]=2)[C:47]1=[O:59])[C:43](O)=[O:44].CCOP(ON1N=NC2C=CC=CC=2C1=O)(OCC)=O.C(N(CC)C(C)C)(C)C. (3) Given the product [CH2:1]([O:8][C:9]([N:11]1[CH2:12][CH2:13][C@H:25]([OH:21])[C@H:26]([OH:29])[CH2:28]1)=[O:10])[C:2]1[CH:7]=[CH:6][CH:5]=[CH:4][CH:3]=1, predict the reactants needed to synthesize it. The reactants are: [CH2:1]([O:8][C:9]([N:11]1CC=C[CH2:13][CH2:12]1)=[O:10])[C:2]1[CH:7]=[CH:6][CH:5]=[CH:4][CH:3]=1.C[N+]1([O-])CC[O:21]CC1.[CH3:25][C:26]([OH:29])([CH3:28])C.S([O-])([O-])(=O)=S.[Na+].[Na+]. (4) Given the product [N:12]1([CH2:11][C:9]2[N:10]=[C:6]3[CH:5]=[CH:4][CH:3]=[C:2]([N:26]4[CH2:31][CH2:30][CH:29]([CH2:32][NH:33][C:34](=[O:40])[O:35][C:36]([CH3:38])([CH3:37])[CH3:39])[CH2:28][CH2:27]4)[N:7]3[CH:8]=2)[C@H:25]2[C@H:16]([CH2:17][CH2:18][C:19]3[C:24]2=[N:23][CH:22]=[CH:21][CH:20]=3)[CH2:15][CH2:14][CH2:13]1, predict the reactants needed to synthesize it. The reactants are: F[C:2]1[N:7]2[CH:8]=[C:9]([CH2:11][N:12]3[C@H:25]4[C@H:16]([CH2:17][CH2:18][C:19]5[C:24]4=[N:23][CH:22]=[CH:21][CH:20]=5)[CH2:15][CH2:14][CH2:13]3)[N:10]=[C:6]2[CH:5]=[CH:4][CH:3]=1.[NH:26]1[CH2:31][CH2:30][CH:29]([CH2:32][NH:33][C:34](=[O:40])[O:35][C:36]([CH3:39])([CH3:38])[CH3:37])[CH2:28][CH2:27]1.O.